From a dataset of Reaction yield outcomes from USPTO patents with 853,638 reactions. Predict the reaction yield, written as a fraction of the theoretical maximum amount of product (1.0 means a 100% yield; for example, 0.34 means a 34% yield). (1) The reactants are Br[CH:2]1[CH:8](O)[CH2:7][CH2:6][CH2:5][CH2:4][C:3]1=[O:10].[CH3:11][N:12]([CH3:22])[C:13]1[CH:21]=[CH:20][C:16]([C:17]([NH2:19])=[S:18])=[CH:15][CH:14]=1. The catalyst is N1C=CC=CC=1. The product is [CH3:11][N:12]([CH3:22])[C:13]1[CH:21]=[CH:20][C:16]([C:17]2[S:18][C:2]3[CH:3]([OH:10])[CH2:4][CH2:5][CH2:6][CH2:7][C:8]=3[N:19]=2)=[CH:15][CH:14]=1. The yield is 0.350. (2) The reactants are O.[OH-].[Li+].O.[CH3:5][N:6]([CH2:14][C:15]1[CH:20]=[CH:19][CH:18]=[C:17]([C:21]([O:23]C)=[O:22])[CH:16]=1)[C:7](=[O:13])[O:8][C:9]([CH3:12])([CH3:11])[CH3:10]. The catalyst is O1CCOCC1. The product is [C:21]([C:17]1[CH:16]=[C:15]([CH:20]=[CH:19][CH:18]=1)[CH2:14][N:6]([CH3:5])[C:7](=[O:13])[O:8][C:9]([CH3:11])([CH3:12])[CH3:10])([OH:23])=[O:22]. The yield is 0.950.